From a dataset of Catalyst prediction with 721,799 reactions and 888 catalyst types from USPTO. Predict which catalyst facilitates the given reaction. (1) Reactant: [N+:1]([C:4]1[CH:9]=[CH:8][C:7]([CH2:10][C:11]([NH:13][NH2:14])=[O:12])=[CH:6][CH:5]=1)([O-:3])=[O:2].[CH:15](OCC)(OCC)OCC.CS(O)(=O)=O.O1CCCC1. Product: [N+:1]([C:4]1[CH:5]=[CH:6][C:7]([CH2:10][C:11]2[O:12][CH:15]=[N:14][N:13]=2)=[CH:8][CH:9]=1)([O-:3])=[O:2]. The catalyst class is: 13. (2) Reactant: [BH4-].[Na+].[CH:3]([C:5]1[CH:10]=[CH:9][C:8]([CH:11]([OH:22])[CH2:12][N:13]([CH3:21])[C:14](=[O:20])[O:15][C:16]([CH3:19])([CH3:18])[CH3:17])=[CH:7][CH:6]=1)=[O:4].C1COCC1. Product: [OH:22][CH:11]([C:8]1[CH:9]=[CH:10][C:5]([CH2:3][OH:4])=[CH:6][CH:7]=1)[CH2:12][N:13]([CH3:21])[C:14](=[O:20])[O:15][C:16]([CH3:19])([CH3:17])[CH3:18]. The catalyst class is: 8. (3) Reactant: [CH3:1][O:2][C:3](=[O:13])/[CH:4]=[CH:5]/[C:6]1[CH:11]=[CH:10][C:9]([F:12])=[CH:8][N:7]=1. Product: [CH3:1][O:2][C:3](=[O:13])[CH2:4][CH2:5][C:6]1[CH:11]=[CH:10][C:9]([F:12])=[CH:8][N:7]=1. The catalyst class is: 153. (4) Reactant: C1C=CC(P(C2C=CC=CC=2)C2C=CC=CC=2)=CC=1.CCN(CC)CC.C(Cl)(Cl)(Cl)Cl.[NH:32]=[C:33]([NH:35][NH:36][C:37]([C:39]1[C:44]([NH:45][C:46]2[CH:51]=[CH:50][C:49]([Br:52])=[CH:48][C:47]=2[F:53])=[C:43]([F:54])[C:42](=[O:55])[N:41]([CH3:56])[CH:40]=1)=O)[CH3:34]. Product: [Br:52][C:49]1[CH:50]=[CH:51][C:46]([NH:45][C:44]2[C:39]([C:37]3[NH:32][C:33]([CH3:34])=[N:35][N:36]=3)=[CH:40][N:41]([CH3:56])[C:42](=[O:55])[C:43]=2[F:54])=[C:47]([F:53])[CH:48]=1. The catalyst class is: 124. (5) The catalyst class is: 2. Reactant: [NH2:1][OH:2].C([O-])([O-])=O.[K+].[K+].Cl[C:10]([O:12][CH2:13][C:14]1[CH:19]=[CH:18][CH:17]=[CH:16][CH:15]=1)=[O:11]. Product: [C:10]([NH:1][OH:2])([O:12][CH2:13][C:14]1[CH:19]=[CH:18][CH:17]=[CH:16][CH:15]=1)=[O:11].